Dataset: Peptide-MHC class II binding affinity with 134,281 pairs from IEDB. Task: Regression. Given a peptide amino acid sequence and an MHC pseudo amino acid sequence, predict their binding affinity value. This is MHC class II binding data. (1) The peptide sequence is LVKYVNGDGDVVAVD. The MHC is DRB1_0101 with pseudo-sequence DRB1_0101. The binding affinity (normalized) is 0.326. (2) The peptide sequence is EKKYFAATQFAPLAA. The MHC is HLA-DQA10501-DQB10201 with pseudo-sequence HLA-DQA10501-DQB10201. The binding affinity (normalized) is 0.394.